From a dataset of Forward reaction prediction with 1.9M reactions from USPTO patents (1976-2016). Predict the product of the given reaction. (1) Given the reactants [CH3:1][N:2]1[CH2:7][CH2:6][CH2:5][C@@H:4]([O:8][C:9]2[C:17]3[C:16]4[CH:18]=[C:19]([C:22]#[N:23])[N:20]=[CH:21][C:15]=4[N:14](COCC[Si](C)(C)C)[C:13]=3[N:12]=[CH:11][CH:10]=2)[CH2:3]1.Br.[OH-].[Na+].Cl, predict the reaction product. The product is: [CH3:1][N:2]1[CH2:7][CH2:6][CH2:5][C@@H:4]([O:8][C:9]2[C:17]3[C:16]4[CH:18]=[C:19]([C:22]#[N:23])[N:20]=[CH:21][C:15]=4[NH:14][C:13]=3[N:12]=[CH:11][CH:10]=2)[CH2:3]1. (2) Given the reactants C(OC(=O)[NH:7][C@@H:8]1[CH2:13][CH2:12][CH2:11][N:10]([C:14]([C:16]2[CH:36]=[CH:35][C:19]3[N:20]([CH3:34])[C:21]([C:23]4[N:31]([CH2:32][CH3:33])[C:26]5=[CH:27][N:28]=[CH:29][CH:30]=[C:25]5[CH:24]=4)=[N:22][C:18]=3[CH:17]=2)=[O:15])[CH2:9]1)(C)(C)C.C(O)(C(F)(F)F)=O, predict the reaction product. The product is: [NH2:7][C@@H:8]1[CH2:13][CH2:12][CH2:11][N:10]([C:14]([C:16]2[CH:36]=[CH:35][C:19]3[N:20]([CH3:34])[C:21]([C:23]4[N:31]([CH2:32][CH3:33])[C:26]5=[CH:27][N:28]=[CH:29][CH:30]=[C:25]5[CH:24]=4)=[N:22][C:18]=3[CH:17]=2)=[O:15])[CH2:9]1. (3) Given the reactants C(NC(C)C)(C)C.C([Li])CCC.[C:13]([O:17][C:18]([N:20]1[CH2:25][CH2:24][C:23](=[O:26])[CH2:22][CH2:21]1)=[O:19])([CH3:16])([CH3:15])[CH3:14].C1C=CC(N([S:34]([C:37]([F:40])([F:39])[F:38])(=[O:36])=[O:35])[S:34]([C:37]([F:40])([F:39])[F:38])(=[O:36])=[O:35])=CC=1, predict the reaction product. The product is: [F:38][C:37]([F:40])([F:39])[S:34]([O:26][C:23]1[CH2:22][CH2:21][N:20]([C:18]([O:17][C:13]([CH3:16])([CH3:14])[CH3:15])=[O:19])[CH2:25][CH:24]=1)(=[O:36])=[O:35]. (4) Given the reactants C[S-].[Na+].[Br:4][C:5]1[C:13]([O:14]C)=[CH:12][CH:11]=[C:10]2[C:6]=1[CH2:7][CH2:8][C:9]2=[O:16], predict the reaction product. The product is: [Br:4][C:5]1[C:13]([OH:14])=[CH:12][CH:11]=[C:10]2[C:6]=1[CH2:7][CH2:8][C:9]2=[O:16]. (5) Given the reactants [Cl:1][C:2]1[CH:14]=[CH:13][C:12]2[C:11]3[C:6](=[CH:7][C:8]([Cl:15])=[CH:9][CH:10]=3)[NH:5][C:4]=2[CH:3]=1.Br[CH2:17][CH:18]([CH2:27][CH2:28][CH2:29][CH2:30][CH2:31][CH3:32])[CH2:19][CH2:20][CH2:21][CH2:22][CH2:23][CH2:24][CH2:25][CH3:26].[OH-].[Na+], predict the reaction product. The product is: [Cl:1][C:2]1[CH:14]=[CH:13][C:12]2[C:11]3[C:6](=[CH:7][C:8]([Cl:15])=[CH:9][CH:10]=3)[N:5]([CH2:17][CH:18]([CH2:27][CH2:28][CH2:29][CH2:30][CH2:31][CH3:32])[CH2:19][CH2:20][CH2:21][CH2:22][CH2:23][CH2:24][CH2:25][CH3:26])[C:4]=2[CH:3]=1. (6) Given the reactants [NH2:1][C:2]1[CH:7]=[C:6](Cl)[CH:5]=[CH:4][N:3]=1.[F:9][C:10]1[CH:15]=[CH:14][C:13](B(O)O)=[C:12]([O:19][CH3:20])[CH:11]=1.C(=O)([O-])[O-].[Na+].[Na+], predict the reaction product. The product is: [F:9][C:10]1[CH:15]=[CH:14][C:13]([C:6]2[CH:5]=[CH:4][N:3]=[C:2]([NH2:1])[CH:7]=2)=[C:12]([O:19][CH3:20])[CH:11]=1.